Predict the product of the given reaction. From a dataset of Forward reaction prediction with 1.9M reactions from USPTO patents (1976-2016). (1) Given the reactants Cl.[NH2:2][C@@H:3]([CH2:24][CH:25]1[CH2:30][CH2:29][CH2:28][CH2:27][CH2:26]1)[C:4]([NH:6][C@H:7]1[CH2:13][CH2:12][CH2:11][N:10]([S:14]([C:17]2[CH:22]=[CH:21][CH:20]=[CH:19][N:18]=2)(=[O:16])=[O:15])[CH2:9][C@@H:8]1[OH:23])=[O:5].[S:31]1[CH:35]=[CH:34][N:33]=[C:32]1[C:36](O)=[O:37].CC(OI1(OC(C)=O)(OC(C)=O)OC(=O)C2C=CC=CC1=2)=O, predict the reaction product. The product is: [CH:25]1([CH2:24][C@H:3]([NH:2][C:36]([C:32]2[S:31][CH:35]=[CH:34][N:33]=2)=[O:37])[C:4](=[O:5])[NH:6][C@H:7]2[CH2:13][CH2:12][CH2:11][N:10]([S:14]([C:17]3[CH:22]=[CH:21][CH:20]=[CH:19][N:18]=3)(=[O:15])=[O:16])[CH2:9][C:8]2=[O:23])[CH2:30][CH2:29][CH2:28][CH2:27][CH2:26]1. (2) Given the reactants [CH3:1]C(C)=O.[CH2:5]([C:7]1[C:8]([C:29]2[CH:34]=[CH:33][C:32]([OH:35])=[CH:31][CH:30]=2)=[N:9][N:10]([C:19]2[CH:24]=[CH:23][CH:22]=[CH:21][C:20]=2[C:25]([F:28])([F:27])[F:26])[C:11]=1[C:12]1[CH:17]=[CH:16][C:15]([OH:18])=[CH:14][CH:13]=1)[CH3:6].C(=O)([O-])[O-].[K+].[K+].COS(OC)(=O)=O, predict the reaction product. The product is: [CH:8]#[N:9].[CH2:5]([C:7]1[C:8]([C:29]2[CH:30]=[CH:31][C:32]([O:35][CH3:1])=[CH:33][CH:34]=2)=[N:9][N:10]([C:19]2[CH:24]=[CH:23][CH:22]=[CH:21][C:20]=2[C:25]([F:28])([F:27])[F:26])[C:11]=1[C:12]1[CH:17]=[CH:16][C:15]([OH:18])=[CH:14][CH:13]=1)[CH3:6]. (3) Given the reactants [CH3:1][N:2]1[C:6]([C:7](=[O:10])[NH:8][CH3:9])=[C:5]([NH:11][C:12]([C:14]2[C:19](Br)=[CH:18][N:17]=[C:16]([CH:21]3[CH2:24][CH2:23][CH2:22]3)[N:15]=2)=[O:13])[CH:4]=[N:3]1.[NH2:25][C:26]1[CH:27]=[N:28][CH:29]=[N:30][CH:31]=1, predict the reaction product. The product is: [CH3:1][N:2]1[C:6]([C:7](=[O:10])[NH:8][CH3:9])=[C:5]([NH:11][C:12]([C:14]2[C:19]([NH:25][C:26]3[CH:27]=[N:28][CH:29]=[N:30][CH:31]=3)=[CH:18][N:17]=[C:16]([CH:21]3[CH2:24][CH2:23][CH2:22]3)[N:15]=2)=[O:13])[CH:4]=[N:3]1. (4) Given the reactants [CH3:1][O:2][C:3]1[CH:11]=[C:10]([C:12]([F:15])([F:14])[F:13])[CH:9]=[CH:8][C:4]=1[C:5]([OH:7])=O.C[O:17][C:18](=[O:38])[CH2:19][CH2:20][C:21]1[CH:26]=[CH:25][C:24]([O:27][C:28]2[CH:33]=[CH:32][CH:31]=[C:30]([C@H:34]([NH2:36])[CH3:35])[CH:29]=2)=[CH:23][C:22]=1[CH3:37], predict the reaction product. The product is: [CH3:1][O:2][C:3]1[CH:11]=[C:10]([C:12]([F:15])([F:14])[F:13])[CH:9]=[CH:8][C:4]=1[C:5]([NH:36][CH:34]([C:30]1[CH:29]=[C:28]([CH:33]=[CH:32][CH:31]=1)[O:27][C:24]1[CH:25]=[CH:26][C:21]([CH2:20][CH2:19][C:18]([OH:38])=[O:17])=[C:22]([CH3:37])[CH:23]=1)[CH3:35])=[O:7]. (5) Given the reactants [Cl:1][C:2]1[CH:3]=[N:4][C:5]2[N:6]([N:8]=[C:9]([C:11]([OH:13])=O)[CH:10]=2)[CH:7]=1.[CH:14]([NH:17][C:18]([C:20]1[N:24]2[CH2:25][CH2:26][NH:27][CH:28]([CH3:29])[C:23]2=[CH:22][CH:21]=1)=[O:19])([CH3:16])[CH3:15], predict the reaction product. The product is: [CH:14]([NH:17][C:18]([C:20]1[N:24]2[CH2:25][CH2:26][N:27]([C:11]([C:9]3[CH:10]=[C:5]4[N:4]=[CH:3][C:2]([Cl:1])=[CH:7][N:6]4[N:8]=3)=[O:13])[CH:28]([CH3:29])[C:23]2=[CH:22][CH:21]=1)=[O:19])([CH3:16])[CH3:15].